This data is from M1 muscarinic receptor antagonist screen with 61,756 compounds. The task is: Binary Classification. Given a drug SMILES string, predict its activity (active/inactive) in a high-throughput screening assay against a specified biological target. (1) The drug is o1nc(c(C(=O)NCCc2cc(OC)c(OC)cc2)c1C)c1ccccc1. The result is 0 (inactive). (2) The compound is O(c1cc2c(n(CC)cc(c2=O)C(O)=O)cc1)C. The result is 0 (inactive). (3) The molecule is O=C(Nc1ccc(OCC)cc1)CCN1CCN(CC1)c1ccccc1. The result is 0 (inactive). (4) The molecule is S(Cc1onc(n1)c1ccncc1)c1ccccc1. The result is 0 (inactive). (5) The compound is O=C(N)C1CCN(CC1)CC(=O)n1c2c(c(c1C)C)cccc2. The result is 0 (inactive). (6) The drug is S(c1[nH]c2CCCc2c(=O)n1)Cc1nc2n(c(=O)c1)cccc2. The result is 0 (inactive). (7) The result is 0 (inactive). The drug is O=C(N1CCN(CC1)C(=O)c1occc1)COC(=O)c1ncc(nc1)C.